From a dataset of Forward reaction prediction with 1.9M reactions from USPTO patents (1976-2016). Predict the product of the given reaction. (1) Given the reactants [Br:1][C:2]1[CH:3]=[CH:4][C:5]([N:8]2[C:12]([C:13]([F:16])([F:15])[F:14])=[CH:11][C:10]([CH:17]=[O:18])=[N:9]2)=[N:6][CH:7]=1.BrC1C=CC(N2C(C(F)(F)F)=CC(C(O)=O)=N2)=NC=1.CCN=C=NCCCN(C)C.Cl.C1C=CC2N(O)N=NC=2C=1.Cl.[CH3:61][NH:62][O:63][CH3:64].C(N(CC)CC)C, predict the reaction product. The product is: [Br:1][C:2]1[CH:3]=[CH:4][C:5]([N:8]2[C:12]([C:13]([F:14])([F:16])[F:15])=[CH:11][C:10]([C:17]([N:62]([O:63][CH3:64])[CH3:61])=[O:18])=[N:9]2)=[N:6][CH:7]=1. (2) Given the reactants C([O:8][C:9](=[O:29])[CH2:10][N:11]1[C:16]([CH3:17])=[C:15]([Cl:18])[N:14]=[C:13]([NH:19][CH2:20][CH2:21][C:22]2[CH:27]=[CH:26][CH:25]=[CH:24][CH:23]=2)[C:12]1=[O:28])C1C=CC=CC=1.C1COCC1.CO.O[Li].O, predict the reaction product. The product is: [Cl:18][C:15]1[N:14]=[C:13]([NH:19][CH2:20][CH2:21][C:22]2[CH:23]=[CH:24][CH:25]=[CH:26][CH:27]=2)[C:12](=[O:28])[N:11]([CH2:10][C:9]([OH:29])=[O:8])[C:16]=1[CH3:17]. (3) Given the reactants [CH3:1][O:2][C:3]([C:5]1[CH2:6][N:7]([C:23]([O:25][C:26]([CH3:29])([CH3:28])[CH3:27])=[O:24])[CH2:8][C:9]2([C:12]=1[C:13]1[CH:18]=[CH:17][C:16]([CH2:19][CH2:20][CH2:21][OH:22])=[CH:15][CH:14]=1)[CH2:11][CH2:10]2)=[O:4].[Cl:30][C:31]1[C:36]([F:37])=[CH:35][CH:34]=[C:33]([F:38])[C:32]=1O.C(P(CCCC)CCCC)CCC, predict the reaction product. The product is: [CH3:1][O:2][C:3]([C:5]1[CH2:6][N:7]([C:23]([O:25][C:26]([CH3:29])([CH3:28])[CH3:27])=[O:24])[CH2:8][C:9]2([C:12]=1[C:13]1[CH:18]=[CH:17][C:16]([CH2:19][CH2:20][CH2:21][O:22][C:32]3[C:33]([F:38])=[CH:34][CH:35]=[C:36]([F:37])[C:31]=3[Cl:30])=[CH:15][CH:14]=1)[CH2:11][CH2:10]2)=[O:4]. (4) Given the reactants [NH2:1][C@H:2]1[CH2:21][N:6]2[C:7]3[C:12]([C:13]([CH2:14][C:15]([O:17][CH2:18][CH2:19][CH3:20])=[O:16])=[C:5]2[CH2:4][CH2:3]1)=[CH:11][CH:10]=[CH:9][CH:8]=3.[CH3:22]C(OC(OC(OC(C)(C)C)=O)=O)(C)C, predict the reaction product. The product is: [CH3:22][NH:1][C@H:2]1[CH2:21][N:6]2[C:7]3[C:12]([C:13]([CH2:14][C:15]([O:17][CH2:18][CH2:19][CH3:20])=[O:16])=[C:5]2[CH2:4][CH2:3]1)=[CH:11][CH:10]=[CH:9][CH:8]=3.